From a dataset of Forward reaction prediction with 1.9M reactions from USPTO patents (1976-2016). Predict the product of the given reaction. (1) Given the reactants [Br:1][CH2:2][CH2:3][CH2:4][OH:5].[N+:6]([C:9]1[CH:10]=[C:11]([OH:17])[C:12](OC)=[CH:13][CH:14]=1)([O-:8])=[O:7].[CH2:18](P(CCCC)CCCC)CCC.N(C(N1CCCCC1)=O)=NC(N1CCCCC1)=O, predict the reaction product. The product is: [Br:1][CH2:2][CH2:3][CH2:4][O:5][C:12]1[CH:13]=[CH:14][C:9]([N+:6]([O-:8])=[O:7])=[CH:10][C:11]=1[O:17][CH3:18]. (2) Given the reactants [ClH:1].[S:2]1[C:6]2[CH:7]=[CH:8][CH:9]=[CH:10][C:5]=2[C:4]([N:11]2[CH2:16][CH2:15][N:14]([CH2:17][C@@H:18]3[CH2:23][CH2:22][CH2:21][CH2:20][C@H:19]3[CH2:24][N:25]3[C:33](=[O:34])[C@H:32]4[C@H:27]([C@H:28]5[CH2:35][C@@H:31]4[CH2:30][CH2:29]5)[C:26]3=[O:36])[CH2:13][CH2:12]2)=[N:3]1.Cl.C(OCC)(=[O:40])C, predict the reaction product. The product is: [OH2:34].[OH2:40].[ClH:1].[ClH:1].[S:2]1[C:6]2[CH:7]=[CH:8][CH:9]=[CH:10][C:5]=2[C:4]([N:11]2[CH2:12][CH2:13][N:14]([CH2:17][C@@H:18]3[CH2:23][CH2:22][CH2:21][CH2:20][C@H:19]3[CH2:24][N:25]3[C:26](=[O:36])[C@H:27]4[C@H:32]([C@H:31]5[CH2:35][C@@H:28]4[CH2:29][CH2:30]5)[C:33]3=[O:34])[CH2:15][CH2:16]2)=[N:3]1. (3) Given the reactants S(=O)(=O)(O)O.[NH2:6][C:7]1[CH:8]=[C:9]([CH:14]=[CH:15][CH:16]=1)[C:10]([O:12][CH3:13])=[O:11].[C:17]([S-:19])#[N:18].[K+].C1OCCOCCOCCOCCOCCOC1, predict the reaction product. The product is: [CH3:13][O:12][C:10](=[O:11])[C:9]1[CH:14]=[CH:15][CH:16]=[C:7]([NH:6][C:17]([NH2:18])=[S:19])[CH:8]=1. (4) Given the reactants Cl[C:2]1[C:11]2[C:6](=[CH:7][CH:8]=[C:9]([O:12][CH3:13])[CH:10]=2)[N:5]=[CH:4][C:3]=1[C:14]([O:16][CH2:17][CH3:18])=[O:15].N#N, predict the reaction product. The product is: [CH3:13][O:12][C:9]1[CH:10]=[C:11]2[C:6](=[CH:7][CH:8]=1)[N:5]=[CH:4][C:3]([C:14]([O:16][CH2:17][CH3:18])=[O:15])=[CH:2]2.